This data is from Experimentally validated miRNA-target interactions with 360,000+ pairs, plus equal number of negative samples. The task is: Binary Classification. Given a miRNA mature sequence and a target amino acid sequence, predict their likelihood of interaction. (1) The miRNA is hsa-miR-548c-3p with sequence CAAAAAUCUCAAUUACUUUUGC. The protein sequence of the target gene is MAARKGRRRTCETGEPMEAESGDTSSEGPAQVYLPGRGPPLREGEELVMDEEAYVLYHRAQTGAPCLSFDIVRDHLGDNRTELPLTLYLCAGTQAESAQSNRLMMLRMHNLHGTKPPPSEGSDEEEEEEDEEDEEERKPQLELAMVPHYGGINRVRVSWLGEEPVAGVWSEKGQVEVFALRRLLQVVEEPQALAAFLRDEQAQMKPIFSFAGHMGEGFALDWSPRVTGRLLTGDCQKNIHLWTPTDGGSWHVDQRPFVGHTRSVEDLQWSPTENTVFASCSADASIRIWDIRAAPSKACM.... Result: 1 (interaction). (2) The miRNA is hsa-miR-2116-3p with sequence CCUCCCAUGCCAAGAACUCCC. The protein sequence of the target gene is MEPLAAYPLKCSGPRAKVFAVLLSIVLCTVTLFLLQLKFLKPKINSFYAFEVKDAKGRTVSLEKYKGKVSLVVNVASDCQLTDRNYLGLKELHKEFGPSHFSVLAFPCNQFGESEPRPSKEVESFARKNYGVTFPIFHKIKILGSEGEPAFRFLVDSSKKEPRWNFWKYLVNPEGQVVKFWKPEEPIEVIRPDIAALVRQVIIKKKEDL. Result: 0 (no interaction).